From a dataset of Peptide-MHC class II binding affinity with 134,281 pairs from IEDB. Regression. Given a peptide amino acid sequence and an MHC pseudo amino acid sequence, predict their binding affinity value. This is MHC class II binding data. The peptide sequence is NAGFKAAVAAAAVVP. The binding affinity (normalized) is 0.326. The MHC is HLA-DQA10301-DQB10302 with pseudo-sequence HLA-DQA10301-DQB10302.